Dataset: Plasma protein binding rate (PPBR) regression data from AstraZeneca. Task: Regression/Classification. Given a drug SMILES string, predict its absorption, distribution, metabolism, or excretion properties. Task type varies by dataset: regression for continuous measurements (e.g., permeability, clearance, half-life) or binary classification for categorical outcomes (e.g., BBB penetration, CYP inhibition). For this dataset (ppbr_az), we predict Y. (1) The compound is CCOc1cc2ncc(C(N)=O)c(Nc3ccc(F)cc3F)c2cc1N1CCC(O)CC1. The Y is 91.1 %. (2) The molecule is COc1ccccc1-c1csc(-n2ncc(C#N)c2N)n1. The Y is 40.9 %. (3) The molecule is CSc1ccc(N2C(N)=NC(N)=NC2(C)C)cc1. The Y is 33.4 %.